From a dataset of Reaction yield outcomes from USPTO patents with 853,638 reactions. Predict the reaction yield, written as a fraction of the theoretical maximum amount of product (1.0 means a 100% yield; for example, 0.34 means a 34% yield). (1) The catalyst is O1CCOCC1. The product is [C:1]([O:5][C:6](=[O:25])[NH:7][C:8]1[CH:9]=[CH:10][C:11]2[CH:15]=[C:14]([C:16]3[C:21]([CH3:22])=[CH:20][N:19]=[C:18]([NH:26][CH2:27][CH2:28][CH2:29][N:30]4[CH2:31][CH2:32][N:33]([CH3:36])[CH2:34][CH2:35]4)[N:17]=3)[S:13][C:12]=2[CH:24]=1)([CH3:4])([CH3:3])[CH3:2]. The reactants are [C:1]([O:5][C:6](=[O:25])[NH:7][C:8]1[CH:9]=[CH:10][C:11]2[CH:15]=[C:14]([C:16]3[C:21]([CH3:22])=[CH:20][N:19]=[C:18](Cl)[N:17]=3)[S:13][C:12]=2[CH:24]=1)([CH3:4])([CH3:3])[CH3:2].[NH2:26][CH2:27][CH2:28][CH2:29][N:30]1[CH2:35][CH2:34][N:33]([CH3:36])[CH2:32][CH2:31]1. The yield is 0.780. (2) The reactants are [Br:1][C:2]1[C:10]2[O:9][CH:8]=[CH:7][C:6]=2[CH:5]=[CH:4][CH:3]=1.[Li+].[CH3:12][CH:13]([N-]C(C)C)C.C1COCC1.CCCCCCC.CI.C([O-])(O)=O.[Na+]. The catalyst is C1COCC1. The product is [Br:1][C:2]1[C:10]2[O:9][C:8]([CH2:12][CH3:13])=[CH:7][C:6]=2[CH:5]=[CH:4][CH:3]=1. The yield is 0.580. (3) The reactants are [NH2:1][C:2]1[CH:3]=[C:4]([C:9]([C:11]2[CH:12]=[N:13][CH:14]=[CH:15][CH:16]=2)=[O:10])[CH:5]=[C:6]([Br:8])[CH:7]=1.C(N(C(C)C)CC)(C)C.[C:26](Cl)(=[O:29])[CH2:27][CH3:28].C(=O)(O)[O-].[Na+]. The catalyst is ClC(Cl)C. The product is [Br:8][C:6]1[CH:7]=[C:2]([NH:1][C:26](=[O:29])[CH2:27][CH3:28])[CH:3]=[C:4]([C:9]([C:11]2[CH:12]=[N:13][CH:14]=[CH:15][CH:16]=2)=[O:10])[CH:5]=1. The yield is 1.00. (4) The reactants are [Br:1][C:2]1[N:7]2[N:8]=[CH:9][N:10]=[C:6]2[C:5]([NH:11][C:12]2[CH:17]=[CH:16][C:15]([N:18]3[CH2:23][CH2:22][NH:21][CH2:20][C:19]3=[O:24])=[CH:14][CH:13]=2)=[N:4][CH:3]=1.C(O)(=O)C.CC([O-])=O.[Na+].[CH3:34][C:35]([CH3:37])=O.[BH3-]C#N.[Na+].Cl. The catalyst is CO. The product is [Br:1][C:2]1[N:7]2[N:8]=[CH:9][N:10]=[C:6]2[C:5]([NH:11][C:12]2[CH:17]=[CH:16][C:15]([N:18]3[CH2:23][CH2:22][N:21]([CH:35]([CH3:37])[CH3:34])[CH2:20][C:19]3=[O:24])=[CH:14][CH:13]=2)=[N:4][CH:3]=1. The yield is 0.250.